Dataset: Reaction yield outcomes from USPTO patents with 853,638 reactions. Task: Predict the reaction yield, written as a fraction of the theoretical maximum amount of product (1.0 means a 100% yield; for example, 0.34 means a 34% yield). (1) The reactants are O.[OH-].[Na+].[F:4][C:5]1[C:6]([CH2:14][C:15]#[N:16])=[CH:7][C:8]2[O:12][CH2:11][O:10][C:9]=2[CH:13]=1.Br[CH2:18][CH2:19]Cl. The catalyst is [Br-].C([N+](CCCC)(CCCC)CCCC)CCC.C1(C)C=CC=CC=1. The product is [F:4][C:5]1[C:6]([C:14]2([C:15]#[N:16])[CH2:19][CH2:18]2)=[CH:7][C:8]2[O:12][CH2:11][O:10][C:9]=2[CH:13]=1. The yield is 0.600. (2) No catalyst specified. The reactants are C[O:2][C:3](=[O:27])[CH2:4][CH2:5][N:6]1[CH2:10][CH2:9][CH2:8][C@@H:7]1[CH2:11][O:12][C:13]1[CH:18]=[CH:17][C:16]([O:19][C:20]2[CH:25]=[CH:24][C:23]([Cl:26])=[CH:22][CH:21]=2)=[CH:15][CH:14]=1.Cl.O1CCOCC1. The yield is 0.680. The product is [ClH:26].[Cl:26][C:23]1[CH:24]=[CH:25][C:20]([O:19][C:16]2[CH:15]=[CH:14][C:13]([O:12][CH2:11][C@H:7]3[CH2:8][CH2:9][CH2:10][N:6]3[CH2:5][CH2:4][C:3]([OH:27])=[O:2])=[CH:18][CH:17]=2)=[CH:21][CH:22]=1. (3) The reactants are [C:1]1(=[O:6])[CH2:5][CH2:4][CH:3]=[CH:2]1.[C:7]([O:14][CH3:15])(=[O:13])[CH2:8][C:9]([O:11][CH3:12])=[O:10]. The catalyst is C1(C)C=CC=CC=1.N1CCCN2CCCN=C12. The product is [O:6]=[C:1]1[CH2:5][CH2:4][CH:3]([CH:8]([C:7]([O:14][CH3:15])=[O:13])[C:9]([O:11][CH3:12])=[O:10])[CH2:2]1. The yield is 0.900. (4) The yield is 0.640. The reactants are C[Si]([N-][Si](C)(C)C)(C)C.[Li+].[F:11][C:12]1[CH:17]=[CH:16][C:15]([C:18](=[O:20])[CH3:19])=[C:14]([OH:21])[CH:13]=1.[C:22](=O)([O:25]C)[O:23][CH3:24].Cl. The catalyst is O1CCCC1. The product is [F:11][C:12]1[CH:17]=[CH:16][C:15]([C:18](=[O:20])[CH2:19][C:22]([O:23][CH3:24])=[O:25])=[C:14]([OH:21])[CH:13]=1. (5) The reactants are CC(C)([O-])C.[K+].[CH3:7][C:8](=[N:10][OH:11])[CH3:9].[CH3:12][C:13]1[C:14]([C@H:19]2[CH2:24][CH2:23][CH2:22][C@@H:21]([C:25]3[C:30]([CH3:31])=[CH:29][CH:28]=[CH:27][N:26]=3)[N:20]2[CH2:32][C:33]2[CH:40]=[CH:39][C:36]([C:37]#[N:38])=[C:35](F)[CH:34]=2)=[N:15][CH:16]=[CH:17][CH:18]=1. The catalyst is CN(C=O)C. The product is [CH3:31][C:30]1[C:25]([C@H:21]2[CH2:22][CH2:23][CH2:24][C@@H:19]([C:14]3[C:13]([CH3:12])=[CH:18][CH:17]=[CH:16][N:15]=3)[N:20]2[CH2:32][C:33]2[CH:34]=[CH:35][C:36]([C:37]#[N:38])=[C:39]([O:11][N:10]=[C:8]([CH3:9])[CH3:7])[CH:40]=2)=[N:26][CH:27]=[CH:28][CH:29]=1. The yield is 0.690.